Dataset: Full USPTO retrosynthesis dataset with 1.9M reactions from patents (1976-2016). Task: Predict the reactants needed to synthesize the given product. (1) Given the product [CH3:20][C:18]1[NH:17][N:16]=[C:15]([NH:14][C:4]2[N:3]=[C:2]([C:23]3[CH:24]=[CH:25][S:21][CH:22]=3)[C:11]3[C:6]([CH:5]=2)=[CH:7][C:8]([O:12][CH3:13])=[CH:9][CH:10]=3)[CH:19]=1, predict the reactants needed to synthesize it. The reactants are: Cl[C:2]1[C:11]2[C:6](=[CH:7][C:8]([O:12][CH3:13])=[CH:9][CH:10]=2)[CH:5]=[C:4]([NH:14][C:15]2[CH:19]=[C:18]([CH3:20])[NH:17][N:16]=2)[N:3]=1.[S:21]1[CH:25]=[CH:24][C:23](B(O)O)=[CH:22]1. (2) Given the product [OH:25][CH:22]([CH2:23][OH:24])[CH2:21][NH:20][C:2]1[N:7]2[N:8]=[C:9]([NH:11][C:12](=[O:19])[C:13]3[CH:18]=[CH:17][CH:16]=[CH:15][CH:14]=3)[N:10]=[C:6]2[CH:5]=[CH:4][CH:3]=1, predict the reactants needed to synthesize it. The reactants are: Cl[C:2]1[N:7]2[N:8]=[C:9]([NH:11][C:12](=[O:19])[C:13]3[CH:18]=[CH:17][CH:16]=[CH:15][CH:14]=3)[N:10]=[C:6]2[CH:5]=[CH:4][CH:3]=1.[NH2:20][CH2:21][CH:22]([OH:25])[CH2:23][OH:24]. (3) The reactants are: [C:1]([O:4][CH2:5][C:6]1[N:11]=[C:10](O)[C:9]([CH:13]([CH3:15])[CH3:14])=[C:8]([CH3:16])[N:7]=1)(=[O:3])[CH3:2].P(Cl)(Cl)([Cl:19])=O. Given the product [C:1]([O:4][CH2:5][C:6]1[N:11]=[C:10]([Cl:19])[C:9]([CH:13]([CH3:15])[CH3:14])=[C:8]([CH3:16])[N:7]=1)(=[O:3])[CH3:2], predict the reactants needed to synthesize it. (4) The reactants are: Br[CH2:2][CH2:3][CH2:4][O:5][C:6]1[CH:11]=[CH:10][C:9]([C:12]2[C:13]3[CH:20]=[CH:19][CH:18]=[CH:17][C:14]=3[S:15][CH:16]=2)=[CH:8][CH:7]=1.[CH2:21]1[C:30]2[C:25](=[CH:26][CH:27]=[CH:28][CH:29]=2)[CH2:24][CH2:23][NH:22]1.C(=O)([O-])[O-].[K+].[K+]. Given the product [S:15]1[CH:16]=[C:12]([C:9]2[CH:10]=[CH:11][C:6]([O:5][CH2:4][CH2:3][CH2:2][N:22]3[CH2:23][CH2:24][C:25]4[C:30](=[CH:29][CH:28]=[CH:27][CH:26]=4)[CH2:21]3)=[CH:7][CH:8]=2)[C:13]2[CH:20]=[CH:19][CH:18]=[CH:17][C:14]1=2, predict the reactants needed to synthesize it. (5) Given the product [CH2:2]([O:22][C:21]([C:9]1[C:8]([Cl:24])=[C:7]([NH2:6])[N:12]=[C:11]([C:13]2[CH:18]=[CH:17][C:16]([Cl:19])=[CH:15][C:14]=2[F:20])[N:10]=1)=[O:23])[CH3:3], predict the reactants needed to synthesize it. The reactants are: Cl.[C:2](Cl)(=O)[CH3:3].[NH2:6][C:7]1[N:12]=[C:11]([C:13]2[CH:18]=[CH:17][C:16]([Cl:19])=[CH:15][C:14]=2[F:20])[N:10]=[C:9]([C:21]([OH:23])=[O:22])[C:8]=1[Cl:24].C(OCC)(=O)C.CCCCCC.